Predict the reaction yield, written as a fraction of the theoretical maximum amount of product (1.0 means a 100% yield; for example, 0.34 means a 34% yield). From a dataset of Reaction yield outcomes from USPTO patents with 853,638 reactions. (1) The reactants are [CH3:1][C@H:2]1[CH2:7][O:6][CH2:5][CH2:4][NH:3]1.CCN=C=NCCCN(C)C.C1C=CC2N(O)N=NC=2C=1.[NH2:29][C:30]1[CH:38]=[CH:37][C:33]([C:34](O)=[O:35])=[CH:32][N:31]=1. The catalyst is C(O)C. The product is [NH2:29][C:30]1[N:31]=[CH:32][C:33]([C:34]([N:3]2[CH2:4][CH2:5][O:6][CH2:7][C@@H:2]2[CH3:1])=[O:35])=[CH:37][CH:38]=1. The yield is 0.300. (2) The reactants are [CH3:1][C:2]1[C:11]2[NH:10][C:9](=[O:12])[C@@H:8]3[CH2:13][N:14]([C:16]([O:18][C:19]([CH3:22])([CH3:21])[CH3:20])=[O:17])[CH2:15][C@@H:7]3[C:6]=2[CH:5]=[CH:4][CH:3]=1.[H-].[Na+].I[CH3:26]. The catalyst is CN(C=O)C.C1COCC1.[Cl-].[Na+].O. The product is [CH3:26][N:10]1[C:11]2[C:2]([CH3:1])=[CH:3][CH:4]=[CH:5][C:6]=2[C@H:7]2[CH2:15][N:14]([C:16]([O:18][C:19]([CH3:22])([CH3:21])[CH3:20])=[O:17])[CH2:13][C@H:8]2[C:9]1=[O:12]. The yield is 0.900.